From a dataset of Forward reaction prediction with 1.9M reactions from USPTO patents (1976-2016). Predict the product of the given reaction. (1) Given the reactants [C:1](=[O:36])([O:6][CH2:7][O:8][C:9]1[CH:10]=[CH:11][C:12]2[CH2:13][C@H:14]3[N:25](C(OCC4C=CC=CC=4)=O)[CH2:24][CH2:23][C@@:20]4([C:21]=2[CH:22]=1)[C@H:15]3[CH2:16][CH2:17][CH2:18][CH2:19]4)[O:2][CH:3]([CH3:5])[CH3:4], predict the reaction product. The product is: [C:1](=[O:36])([O:6][CH2:7][O:8][C:9]1[CH:10]=[CH:11][C:12]2[CH2:13][C@H:14]3[NH:25][CH2:24][CH2:23][C@@:20]4([C:21]=2[CH:22]=1)[C@H:15]3[CH2:16][CH2:17][CH2:18][CH2:19]4)[O:2][CH:3]([CH3:5])[CH3:4]. (2) Given the reactants [F:1][C:2]1[C:25]([O:26][CH3:27])=[CH:24][C:5]2[NH:6][C:7]([C:9]3[C:21]4[C:20]5[C:15](=[CH:16][CH:17]=[CH:18][CH:19]=5)[C:14](=[N:22]O)[C:13]=4[CH:12]=[CH:11][CH:10]=3)=[N:8][C:4]=2[CH:3]=1.O.C(O)(=O)C, predict the reaction product. The product is: [F:1][C:2]1[C:25]([O:26][CH3:27])=[CH:24][C:5]2[NH:6][C:7]([C:9]3[C:21]4[C:20]5[C:15](=[CH:16][CH:17]=[CH:18][CH:19]=5)[CH:14]([NH2:22])[C:13]=4[CH:12]=[CH:11][CH:10]=3)=[N:8][C:4]=2[CH:3]=1. (3) The product is: [CH3:18][O:17][C:7]1[C:5]2[N:6]=[C:2]([NH:1][C:19](=[O:26])[C:20]3[CH:25]=[CH:24][CH:23]=[CH:22][CH:21]=3)[S:3][C:4]=2[C:10]([C:11]2[CH:16]=[CH:15][CH:14]=[CH:13][CH:12]=2)=[CH:9][CH:8]=1. Given the reactants [NH2:1][C:2]1[S:3][C:4]2[C:10]([C:11]3[CH:16]=[CH:15][CH:14]=[CH:13][CH:12]=3)=[CH:9][CH:8]=[C:7]([O:17][CH3:18])[C:5]=2[N:6]=1.[C:19](Cl)(=[O:26])[C:20]1[CH:25]=[CH:24][CH:23]=[CH:22][CH:21]=1.Cl, predict the reaction product. (4) Given the reactants Cl[C:2]1[C:7]([C:8]([F:11])([F:10])[F:9])=[CH:6][N:5]=[C:4]([NH:12][C:13]2[CH:27]=[CH:26][C:16]([CH2:17][P:18](=[O:25])([O:22][CH2:23][CH3:24])[O:19][CH2:20][CH3:21])=[CH:15][C:14]=2[O:28][CH3:29])[N:3]=1.[NH2:30][C:31]1[CH:32]=[CH:33][C:34]([O:42][CH3:43])=[C:35]2[C:39]=1[C:38](=[O:40])[N:37]([CH3:41])[CH2:36]2, predict the reaction product. The product is: [CH3:29][O:28][C:14]1[CH:15]=[C:16]([CH:26]=[CH:27][C:13]=1[NH:12][C:4]1[N:3]=[C:2]([NH:30][C:31]2[CH:32]=[CH:33][C:34]([O:42][CH3:43])=[C:35]3[C:39]=2[C:38](=[O:40])[N:37]([CH3:41])[CH2:36]3)[C:7]([C:8]([F:11])([F:10])[F:9])=[CH:6][N:5]=1)[CH2:17][P:18](=[O:25])([O:22][CH2:23][CH3:24])[O:19][CH2:20][CH3:21]. (5) Given the reactants Cl.[N:2]1[CH:7]=[CH:6][CH:5]=[CH:4][C:3]=1[C:8](Cl)=[O:9].Cl.[CH3:12][O:13][C:14](=[O:21])[CH:15]([NH2:20])[C:16]([O:18][CH3:19])=[O:17].C(N(CC)CC)C, predict the reaction product. The product is: [CH3:12][O:13][C:14](=[O:21])[CH:15]([NH:20][C:8]([C:3]1[CH:4]=[CH:5][CH:6]=[CH:7][N:2]=1)=[O:9])[C:16]([O:18][CH3:19])=[O:17].